From a dataset of Forward reaction prediction with 1.9M reactions from USPTO patents (1976-2016). Predict the product of the given reaction. (1) Given the reactants [NH2:1][C:2]1[N:10]=[CH:9][N:8]=[C:7]2[C:3]=1[N:4]=[CH:5][N:6]2[C@H:11]1[C@H:15]([OH:16])[C@H:14]([O:17]CC2C=CC=CC=2)[C@:13]([CH2:27][O:28]CC2C=CC=CC=2)([CH:25]=[CH2:26])[O:12]1.B(Cl)(Cl)Cl, predict the reaction product. The product is: [NH2:1][C:2]1[N:10]=[CH:9][N:8]=[C:7]2[C:3]=1[N:4]=[CH:5][N:6]2[C@@H:11]1[O:12][C@@:13]([CH2:27][OH:28])([CH:25]=[CH2:26])[C@@H:14]([OH:17])[C@H:15]1[OH:16]. (2) The product is: [N:6]1([C:11]2[N:12]=[C:13]([N:23]3[CH2:28][CH2:27][O:26][CH2:25][CH2:24]3)[C:14]3[N:20]=[C:19]([CH2:21][NH:42][CH2:41][CH2:40][N:39]([CH3:43])[CH3:38])[CH:18]=[CH:17][C:15]=3[N:16]=2)[CH:10]=[CH:9][N:8]=[CH:7]1. Given the reactants CS(Cl)(=O)=O.[N:6]1([C:11]2[N:12]=[C:13]([N:23]3[CH2:28][CH2:27][O:26][CH2:25][CH2:24]3)[C:14]3[N:20]=[C:19]([CH2:21]O)[CH:18]=[CH:17][C:15]=3[N:16]=2)[CH:10]=[CH:9][N:8]=[CH:7]1.CCN(C(C)C)C(C)C.[CH3:38][N:39]([CH3:43])[CH2:40][CH2:41][NH2:42], predict the reaction product. (3) Given the reactants [C:1]1([C:7]2([C:10]([OH:12])=O)[CH2:9][CH2:8]2)[CH:6]=[CH:5][CH:4]=[CH:3][CH:2]=1.S(Cl)([Cl:15])=O, predict the reaction product. The product is: [C:1]1([C:7]2([C:10]([Cl:15])=[O:12])[CH2:9][CH2:8]2)[CH:6]=[CH:5][CH:4]=[CH:3][CH:2]=1. (4) The product is: [Cl:22][C:17]1[CH:16]=[C:15]([NH:14][C:5]2[C:4]3[C:9](=[CH:10][CH:11]=[C:2]([NH:1][CH2:32][C:31]4[CH:30]=[CH:29][C:28]([N:23]5[CH:27]=[CH:26][N:25]=[CH:24]5)=[CH:35][CH:34]=4)[CH:3]=3)[N:8]=[CH:7][C:6]=2[C:12]#[N:13])[CH:20]=[CH:19][C:18]=1[F:21]. Given the reactants [NH2:1][C:2]1[CH:3]=[C:4]2[C:9](=[CH:10][CH:11]=1)[N:8]=[CH:7][C:6]([C:12]#[N:13])=[C:5]2[NH:14][C:15]1[CH:20]=[CH:19][C:18]([F:21])=[C:17]([Cl:22])[CH:16]=1.[N:23]1([C:28]2[CH:35]=[CH:34][C:31]([CH:32]=O)=[CH:30][CH:29]=2)[CH:27]=[CH:26][N:25]=[CH:24]1.[BH3-]C#N.[Na+], predict the reaction product. (5) Given the reactants [C:1]([O:5][C:6](=[O:14])[C:7]1[CH:12]=[C:11]([OH:13])[CH:10]=[N:9][CH:8]=1)([CH3:4])([CH3:3])[CH3:2].[Cl:15]N1C(=O)CCC1=O, predict the reaction product. The product is: [C:1]([O:5][C:6](=[O:14])[C:7]1[CH:12]=[C:11]([OH:13])[C:10]([Cl:15])=[N:9][CH:8]=1)([CH3:4])([CH3:2])[CH3:3].